This data is from Forward reaction prediction with 1.9M reactions from USPTO patents (1976-2016). The task is: Predict the product of the given reaction. Given the reactants [Cl:1][C:2]1[C:7]([O:8][C:9]2[CH:10]=[C:11]([C:17]#[N:18])[CH:12]=[C:13]([CH:16]=2)[C:14]#[N:15])=[C:6]([F:19])[C:5]([CH2:20][C:21]2[CH:26]=[C:25]([CH3:27])[C:24](=[O:28])[NH:23][N:22]=2)=[CH:4][CH:3]=1.ClC1C=C(C=[C:36]([O:38]C2C(Cl)=CC=C(CC3C=C(C)C(=O)NN=3)C=2F)C=1)C#N.ClC1C(OC2C=C(C=C(C(F)F)C=2)C#N)=C(F)C(CC2C=C(C)C(=O)NN=2)=CC=1, predict the reaction product. The product is: [Cl:1][C:2]1[C:7]([O:8][C:9]2[CH:10]=[C:11]([C:17]#[N:18])[CH:12]=[C:13]([CH:16]=2)[C:14]#[N:15])=[C:6]([F:19])[C:5]([CH2:20][C:21]2[CH:26]=[C:25]([CH3:27])[C:24](=[O:28])[N:23]([CH2:36][OH:38])[N:22]=2)=[CH:4][CH:3]=1.